This data is from Catalyst prediction with 721,799 reactions and 888 catalyst types from USPTO. The task is: Predict which catalyst facilitates the given reaction. (1) Reactant: C(N(CC)C(C)C)(C)C.[CH3:10][CH:11]1[CH2:16][NH:15][CH:14]([CH2:17][C:18]([O:20][CH2:21][CH3:22])=[O:19])[CH2:13][CH2:12]1.[Cl:23][C:24]1[CH:29]=[CH:28][N:27]=[C:26]([CH2:30][NH:31][C:32]2[O:33][C:34]3[C:40]([O:41][CH3:42])=[CH:39][C:38]([C:43](O)=[O:44])=[CH:37][C:35]=3[N:36]=2)[CH:25]=1.CN(C(ON1N=NC2C=CC=NC1=2)=[N+](C)C)C.F[P-](F)(F)(F)(F)F. The catalyst class is: 35. Product: [Cl:23][C:24]1[CH:29]=[CH:28][N:27]=[C:26]([CH2:30][NH:31][C:32]2[O:33][C:34]3[C:40]([O:41][CH3:42])=[CH:39][C:38]([C:43]([N:15]4[CH2:16][CH:11]([CH3:10])[CH2:12][CH2:13][CH:14]4[CH2:17][C:18]([O:20][CH2:21][CH3:22])=[O:19])=[O:44])=[CH:37][C:35]=3[N:36]=2)[CH:25]=1. (2) Reactant: [S:1]1[C:5]2[CH:6]=[CH:7][CH:8]=[CH:9][C:4]=2[NH:3][C:2]1=[O:10].N([CH2:14][CH2:15][CH2:16][CH2:17][CH2:18][CH2:19][CH3:20])=C=O. Product: [O:10]=[C:2]1[NH:3][C:4]2[CH:9]=[CH:8][CH:7]=[CH:6][C:5]=2[S:1]1.[CH3:20][CH2:19][CH:18]([C:2]([NH2:3])=[O:10])[CH2:17][CH2:16][CH2:15][CH3:14]. The catalyst class is: 12. (3) Reactant: [CH:1]1([N:4]=[C:5]=[S:6])[CH2:3][CH2:2]1.[NH2:7][C:8]1[CH:42]=[CH:41][C:11]([O:12][C:13]2[CH:18]=[CH:17][N:16]=[C:15]3[CH:19]=[C:20]([C:22]4[N:27]=[CH:26][C:25]([CH2:28][N:29]([CH2:37][CH2:38][O:39][CH3:40])[C:30](=[O:36])[O:31][C:32]([CH3:35])([CH3:34])[CH3:33])=[CH:24][CH:23]=4)[S:21][C:14]=23)=[C:10]([F:43])[CH:9]=1. Product: [CH:1]1([NH:4][C:5](=[S:6])[NH:7][C:8]2[CH:42]=[CH:41][C:11]([O:12][C:13]3[CH:18]=[CH:17][N:16]=[C:15]4[CH:19]=[C:20]([C:22]5[N:27]=[CH:26][C:25]([CH2:28][N:29]([CH2:37][CH2:38][O:39][CH3:40])[C:30](=[O:36])[O:31][C:32]([CH3:35])([CH3:34])[CH3:33])=[CH:24][CH:23]=5)[S:21][C:14]=34)=[C:10]([F:43])[CH:9]=2)[CH2:3][CH2:2]1. The catalyst class is: 37. (4) Reactant: Br.C(O)(=O)C.[Br:6][C:7]1[CH:25]=[N:24][C:10]2[N:11]=[C:12]([N:18]3[CH2:21][CH:20]([NH:22][CH3:23])[CH2:19]3)[C:13]3[N:14]([CH:15]=[N:16][N:17]=3)[C:9]=2[CH:8]=1. Product: [BrH:6].[Br:6][C:7]1[CH:25]=[N:24][C:10]2[N:11]=[C:12]([N:18]3[CH2:21][CH:20]([NH:22][CH3:23])[CH2:19]3)[C:13]3[N:14]([CH:15]=[N:16][N:17]=3)[C:9]=2[CH:8]=1. The catalyst class is: 8.